From a dataset of Forward reaction prediction with 1.9M reactions from USPTO patents (1976-2016). Predict the product of the given reaction. (1) Given the reactants [O:1]1[C:6]2[CH:7]=[CH:8][C:9]([CH2:11][CH2:12][N:13]3[CH2:18][CH2:17][NH:16][CH2:15][CH2:14]3)=[CH:10][C:5]=2[O:4][CH2:3][CH2:2]1.O=C1[NH:25]C2C=C(C=O)C=CC=2OC1.[CH3:32][O:33][C:34]1[CH:35]=[N:36][C:37]2[C:42]([CH:43]=1)=[C:41]([CH:44]1[CH2:46][O:45]1)[CH:40]=[CH:39][CH:38]=2.O1C2C=CC(C(O)CN3CCNCC3)=CC=2OCC1, predict the reaction product. The product is: [OH:45][CH:44]([C:41]1[CH:40]=[CH:39][CH:38]=[C:37]2[C:42]=1[CH:43]=[C:34]([O:33][CH3:32])[CH:35]=[N:36]2)[CH2:46][N:16]1[CH2:17][CH2:18][N:13]([CH2:12][CH2:11][C:9]2[CH:8]=[CH:7][C:6]3[O:1][CH2:2][C:3](=[O:4])[NH:25][C:5]=3[CH:10]=2)[CH2:14][CH2:15]1. (2) Given the reactants [CH3:1][O:2][C:3]1[CH:4]=[C:5]([CH:8]=[C:9]([C:11]([F:14])([F:13])[F:12])[CH:10]=1)[C:6]#N.C(O)=[O:16], predict the reaction product. The product is: [CH3:1][O:2][C:3]1[CH:4]=[C:5]([CH:8]=[C:9]([C:11]([F:14])([F:13])[F:12])[CH:10]=1)[CH:6]=[O:16]. (3) Given the reactants [OH:1][CH2:2][CH2:3][CH2:4][C:5]#[C:6][C:7]1[CH:12]=[CH:11][C:10]([CH2:13][C@H:14]([O:18][CH3:19])[C:15]([OH:17])=[O:16])=[CH:9][CH:8]=1.[O:20]([C:27]1[CH:32]=[CH:31][C:30](O)=[CH:29][CH:28]=1)[C:21]1[CH:26]=[CH:25][CH:24]=[CH:23][CH:22]=1, predict the reaction product. The product is: [CH3:19][O:18][C@@H:14]([CH2:13][C:10]1[CH:9]=[CH:8][C:7]([C:6]#[C:5][CH2:4][CH2:3][CH2:2][O:1][C:30]2[CH:31]=[CH:32][C:27]([O:20][C:21]3[CH:26]=[CH:25][CH:24]=[CH:23][CH:22]=3)=[CH:28][CH:29]=2)=[CH:12][CH:11]=1)[C:15]([OH:17])=[O:16]. (4) Given the reactants Br[CH2:2][CH2:3][CH2:4][CH2:5][C:6]([O:8][CH2:9][CH3:10])=[O:7].[I-:11].[Na+], predict the reaction product. The product is: [I:11][CH2:2][CH2:3][CH2:4][CH2:5][C:6]([O:8][CH2:9][CH3:10])=[O:7].